Dataset: Catalyst prediction with 721,799 reactions and 888 catalyst types from USPTO. Task: Predict which catalyst facilitates the given reaction. (1) Reactant: [CH3:1][N:2]1[C:14]2[CH2:13][CH2:12][C@@H:11]([CH:15]3[CH2:20][CH2:19][O:18][CH2:17][CH2:16]3)[CH2:10][C:9]=2[C:8]2[C:3]1=[CH:4][CH:5]=[C:6](C(O)=O)[CH:7]=2.Cl.CNCC[CH2:29][C:30]([O:32]C)=[O:31].CN(C([O:41]N1N=NC2C=CC=NC1=2)=[N+](C)C)C.F[P-](F)(F)(F)(F)F.[CH:58]([N:61]([CH2:65]C)[CH:62]([CH3:64])C)(C)C.[OH-].[Li+]. Product: [CH3:58][N:61]([CH2:62][CH2:64][CH2:29][C:30]([OH:32])=[O:31])[C:65]([C:6]1[CH:7]=[C:8]2[C:3](=[CH:4][CH:5]=1)[N:2]([CH3:1])[C:14]1[CH2:13][CH2:12][C@@H:11]([CH:15]3[CH2:20][CH2:19][O:18][CH2:17][CH2:16]3)[CH2:10][C:9]2=1)=[O:41]. The catalyst class is: 3. (2) Reactant: C1(C[NH:5][C:6]2[CH:10]=[CH:9][N:8]([C:11]3[CH:18]=[CH:17][C:14]([CH2:15][NH2:16])=[CH:13][CH:12]=3)[N:7]=2)CC1.[H-].[Al+3].[Li+].[H-].[H-].[H-].C1(CNC2C=CN(C3C=CC(C#N)=CC=3)N=2)CC1. Product: [NH2:5][C:6]1[CH:10]=[CH:9][N:8]([C:11]2[CH:18]=[CH:17][C:14]([C:15]#[N:16])=[CH:13][CH:12]=2)[N:7]=1. The catalyst class is: 1. (3) Reactant: [CH2:1]([C:3]1[C:4]([O:14][CH2:15][CH2:16][CH2:17][C:18]2[C:19]([CH2:33][CH2:34][CH3:35])=[N:20][N:21]([C:23]3[CH:28]=[CH:27][C:26]([C:29]([F:32])([F:31])[F:30])=[CH:25][N:24]=3)[CH:22]=2)=[C:5]([CH2:9][C:10]([O:12]C)=[O:11])[CH:6]=[CH:7][CH:8]=1)[CH3:2].[OH-].[Na+].O1CCCC1.Cl. Product: [CH2:1]([C:3]1[C:4]([O:14][CH2:15][CH2:16][CH2:17][C:18]2[C:19]([CH2:33][CH2:34][CH3:35])=[N:20][N:21]([C:23]3[CH:28]=[CH:27][C:26]([C:29]([F:32])([F:31])[F:30])=[CH:25][N:24]=3)[CH:22]=2)=[C:5]([CH2:9][C:10]([OH:12])=[O:11])[CH:6]=[CH:7][CH:8]=1)[CH3:2]. The catalyst class is: 5. (4) Reactant: [NH2:1][CH:2]([CH2:6][CH3:7])[C:3]([OH:5])=[O:4].[C:8](OC(=O)C)(=[O:10])[CH3:9]. Product: [C:8]([NH:1][CH:2]([CH2:6][CH3:7])[C:3]([OH:5])=[O:4])(=[O:10])[CH3:9]. The catalyst class is: 15. (5) Reactant: [Cl:1][C:2]1[CH:7]=[C:6]([Cl:8])[CH:5]=[CH:4][C:3]=1[C:9]1([O:38][Si](CC)(CC)CC)[C:17]2[C:12](=[CH:13][C:14]([C:22]3[O:23][CH:24]=[CH:25][N:26]=3)=[CH:15][C:16]=2[C:18]([F:21])([F:20])[F:19])[N:11]([CH2:27][C@H:28]2[CH2:31][C@H:30]([N:32]([CH2:35][CH3:36])[CH2:33][CH3:34])[CH2:29]2)[C:10]1=[O:37].[F-].C([N+](CCCC)(CCCC)CCCC)CCC. Product: [Cl:1][C:2]1[CH:7]=[C:6]([Cl:8])[CH:5]=[CH:4][C:3]=1[C:9]1([OH:38])[C:17]2[C:12](=[CH:13][C:14]([C:22]3[O:23][CH:24]=[CH:25][N:26]=3)=[CH:15][C:16]=2[C:18]([F:19])([F:20])[F:21])[N:11]([CH2:27][C@H:28]2[CH2:29][C@H:30]([N:32]([CH2:33][CH3:34])[CH2:35][CH3:36])[CH2:31]2)[C:10]1=[O:37]. The catalyst class is: 7. (6) Product: [CH3:1][NH:2][C:3]1([C:16]([O:18][C:19]([CH3:22])([CH3:21])[CH3:20])=[O:15])[C:11]2[C:6](=[CH:7][CH:8]=[C:9]([N+:12]([O-:14])=[O:13])[CH:10]=2)[NH:5][NH:4]1. The catalyst class is: 20. Reactant: [CH3:1][NH:2][C:3]1[C:11]2[C:6](=[CH:7][CH:8]=[C:9]([N+:12]([O-:14])=[O:13])[CH:10]=2)[NH:5][N:4]=1.[O:15](C(OC(C)(C)C)=O)[C:16]([O:18][C:19]([CH3:22])([CH3:21])[CH3:20])=O.C(=O)(O)[O-].[Na+]. (7) Reactant: Cl[C:2]1[N:6]([CH2:7][CH2:8][CH2:9][C:10]([O:12][CH2:13][CH3:14])=[O:11])[C:5]2[C:15]([CH:20]([CH2:23][CH3:24])[CH2:21][CH3:22])=[CH:16][CH:17]=[C:18]([Cl:19])[C:4]=2[N:3]=1.[Cl:25][C:26]1[CH:27]=[C:28]([CH:30]=[C:31]([Cl:33])[CH:32]=1)[NH2:29].O.C1(C)C=CC(S(O)(=O)=O)=CC=1.C(=O)(O)[O-].[Na+]. Product: [Cl:19][C:18]1[C:4]2[N:3]=[C:2]([NH:29][C:28]3[CH:27]=[C:26]([Cl:25])[CH:32]=[C:31]([Cl:33])[CH:30]=3)[N:6]([CH2:7][CH2:8][CH2:9][C:10]([O:12][CH2:13][CH3:14])=[O:11])[C:5]=2[C:15]([CH:20]([CH2:23][CH3:24])[CH2:21][CH3:22])=[CH:16][CH:17]=1. The catalyst class is: 60.